This data is from NCI-60 drug combinations with 297,098 pairs across 59 cell lines. The task is: Regression. Given two drug SMILES strings and cell line genomic features, predict the synergy score measuring deviation from expected non-interaction effect. (1) Drug 1: CC1=C(C=C(C=C1)NC2=NC=CC(=N2)N(C)C3=CC4=NN(C(=C4C=C3)C)C)S(=O)(=O)N.Cl. Drug 2: CCC1=C2CN3C(=CC4=C(C3=O)COC(=O)C4(CC)O)C2=NC5=C1C=C(C=C5)O. Cell line: BT-549. Synergy scores: CSS=24.9, Synergy_ZIP=0.0585, Synergy_Bliss=2.24, Synergy_Loewe=-37.6, Synergy_HSA=-0.433. (2) Drug 1: CCC1=CC2CC(C3=C(CN(C2)C1)C4=CC=CC=C4N3)(C5=C(C=C6C(=C5)C78CCN9C7C(C=CC9)(C(C(C8N6C)(C(=O)OC)O)OC(=O)C)CC)OC)C(=O)OC.C(C(C(=O)O)O)(C(=O)O)O. Drug 2: C(CCl)NC(=O)N(CCCl)N=O. Cell line: U251. Synergy scores: CSS=35.4, Synergy_ZIP=-0.708, Synergy_Bliss=1.78, Synergy_Loewe=-23.9, Synergy_HSA=2.61. (3) Drug 1: CC12CCC3C(C1CCC2=O)CC(=C)C4=CC(=O)C=CC34C. Drug 2: CC=C1C(=O)NC(C(=O)OC2CC(=O)NC(C(=O)NC(CSSCCC=C2)C(=O)N1)C(C)C)C(C)C. Cell line: OVCAR-4. Synergy scores: CSS=52.6, Synergy_ZIP=4.61, Synergy_Bliss=4.61, Synergy_Loewe=-2.91, Synergy_HSA=6.11. (4) Drug 1: CN1C(=O)N2C=NC(=C2N=N1)C(=O)N. Drug 2: CC=C1C(=O)NC(C(=O)OC2CC(=O)NC(C(=O)NC(CSSCCC=C2)C(=O)N1)C(C)C)C(C)C. Cell line: NCIH23. Synergy scores: CSS=42.2, Synergy_ZIP=-0.785, Synergy_Bliss=-2.35, Synergy_Loewe=-41.2, Synergy_HSA=-3.26. (5) Drug 1: C1=CC(=CC=C1CC(C(=O)O)N)N(CCCl)CCCl.Cl. Drug 2: C1=NC2=C(N=C(N=C2N1C3C(C(C(O3)CO)O)O)F)N. Cell line: KM12. Synergy scores: CSS=9.22, Synergy_ZIP=4.47, Synergy_Bliss=2.58, Synergy_Loewe=3.79, Synergy_HSA=4.25. (6) Drug 1: COC1=CC(=CC(=C1O)OC)C2C3C(COC3=O)C(C4=CC5=C(C=C24)OCO5)OC6C(C(C7C(O6)COC(O7)C8=CC=CS8)O)O. Drug 2: CCCCC(=O)OCC(=O)C1(CC(C2=C(C1)C(=C3C(=C2O)C(=O)C4=C(C3=O)C=CC=C4OC)O)OC5CC(C(C(O5)C)O)NC(=O)C(F)(F)F)O. Cell line: UACC-257. Synergy scores: CSS=14.4, Synergy_ZIP=-2.14, Synergy_Bliss=0.165, Synergy_Loewe=-0.707, Synergy_HSA=-0.570. (7) Drug 1: C1CCC(C1)C(CC#N)N2C=C(C=N2)C3=C4C=CNC4=NC=N3. Drug 2: C1C(C(OC1N2C=NC3=C(N=C(N=C32)Cl)N)CO)O. Cell line: SK-MEL-28. Synergy scores: CSS=-3.05, Synergy_ZIP=1.31, Synergy_Bliss=0.874, Synergy_Loewe=-7.96, Synergy_HSA=-3.61.